Dataset: Forward reaction prediction with 1.9M reactions from USPTO patents (1976-2016). Task: Predict the product of the given reaction. (1) Given the reactants Cl[C:2]1[N:7]=[C:6]([NH2:8])[C:5]([N+:9]([O-:11])=[O:10])=[CH:4][CH:3]=1.[N:12]1[CH:17]=[CH:16][CH:15]=[C:14](B(O)O)[CH:13]=1.C(=O)([O-])[O-].[Cs+].[Cs+], predict the reaction product. The product is: [N+:9]([C:5]1[CH:4]=[CH:3][C:2]([C:14]2[CH:13]=[N:12][CH:17]=[CH:16][CH:15]=2)=[N:7][C:6]=1[NH2:8])([O-:11])=[O:10]. (2) Given the reactants COC[O:4][C:5]1[CH:6]=[CH:7][C:8]2[C@@H:9]3[C@@H:17]([C@H:18]([CH2:22][CH2:23][CH2:24][CH2:25][O:26][CH2:27][CH2:28][O:29][CH2:30][CH2:31][O:32][CH2:33][CH2:34][O:35][CH2:36][CH2:37][O:38][CH2:39][C:40]([O:42]C(C)(C)C)=[O:41])[CH2:19][C:20]=2[CH:21]=1)[C@H:16]1[C@@:12]([CH3:51])([C@@H:13]([O:47]COC)[CH2:14][CH2:15]1)[CH2:11][CH2:10]3.Cl, predict the reaction product. The product is: [OH:4][C:5]1[CH:6]=[CH:7][C:8]2[C@@H:9]3[C@@H:17]([C@H:18]([CH2:22][CH2:23][CH2:24][CH2:25][O:26][CH2:27][CH2:28][O:29][CH2:30][CH2:31][O:32][CH2:33][CH2:34][O:35][CH2:36][CH2:37][O:38][CH2:39][C:40]([OH:42])=[O:41])[CH2:19][C:20]=2[CH:21]=1)[C@H:16]1[C@@:12]([CH3:51])([C@@H:13]([OH:47])[CH2:14][CH2:15]1)[CH2:11][CH2:10]3. (3) The product is: [CH2:18]([O:15][C:13]([C:12]1[N:1]=[C:2]2[CH:7]=[N:6][CH:5]=[CH:4][N:3]2[CH:11]=1)=[O:14])[CH3:19]. Given the reactants [NH2:1][C:2]1[CH:7]=[N:6][CH:5]=[CH:4][N:3]=1.BrCC[CH2:11][C:12](=O)[C:13]([O-:15])=[O:14].C.[CH2:18](O)[CH3:19], predict the reaction product. (4) Given the reactants [NH:1]1[CH2:6][CH2:5][O:4][CH2:3][CH2:2]1.[Cl:7][C:8]1[N:13]=[C:12](Cl)[C:11]([F:15])=[C:10]([Cl:16])[N:9]=1, predict the reaction product. The product is: [Cl:7][C:8]1[N:13]=[C:12]([N:1]2[CH2:6][CH2:5][O:4][CH2:3][CH2:2]2)[C:11]([F:15])=[C:10]([Cl:16])[N:9]=1.